Dataset: Blood-brain barrier permeability classification from the B3DB database. Task: Regression/Classification. Given a drug SMILES string, predict its absorption, distribution, metabolism, or excretion properties. Task type varies by dataset: regression for continuous measurements (e.g., permeability, clearance, half-life) or binary classification for categorical outcomes (e.g., BBB penetration, CYP inhibition). Dataset: b3db_classification. (1) The molecule is Cc1c(-c2ccc(-c3ccccc3F)cc2)nc2ccc(F)cc2c1C(=O)O. The result is 0 (does not penetrate BBB). (2) The molecule is COc1c(N2C[C@@H]3CCCN[C@@H]3C2)c(F)cc2c(=O)c(C(=O)O)cn(C3CC3)c12. The result is 0 (does not penetrate BBB). (3) The molecule is C[C@H](C(=O)O)c1cccc(C(=O)c2ccccc2)c1. The result is 1 (penetrates BBB).